Dataset: Full USPTO retrosynthesis dataset with 1.9M reactions from patents (1976-2016). Task: Predict the reactants needed to synthesize the given product. (1) Given the product [CH2:30]([S:34][CH2:17][CH2:18][S:19]([OH:21])(=[O:5])=[O:20])[CH2:31][CH2:32][CH3:33].[F:1][C:2]([F:14])([F:15])[C:3]([C:6]1[CH:11]=[CH:10][C:9]([O:12][CH3:13])=[CH:8][CH:7]=1)=[N:4][OH:5], predict the reactants needed to synthesize it. The reactants are: [F:1][C:2]([F:15])([F:14])[C:3]([C:6]1[CH:11]=[CH:10][C:9]([O:12][CH3:13])=[CH:8][CH:7]=1)=[N:4][OH:5].Cl[CH2:17][CH2:18][S:19](Cl)(=[O:21])=[O:20].C(N(CC)CC)C.[CH2:30]([SH:34])[CH2:31][CH2:32][CH3:33]. (2) Given the product [Cl:33][C:34]1[CH:35]=[CH:36][C:41]([S:45]([CH:5]2[C:4]3[CH:3]=[C:2]([F:1])[CH:11]=[CH:10][C:9]=3[O:8][CH2:7][CH2:6]2)(=[O:46])=[O:44])=[CH:42][CH:43]=1, predict the reactants needed to synthesize it. The reactants are: [F:1][C:2]1[CH:3]=[C:4]2[C:9](=[CH:10][CH:11]=1)[O:8][CH2:7][CH2:6][C:5]2=O.ClC1C=CC(S)=CC=1.FC(F)(F)C(O)=O.C([O-])(O)=O.[Na+].[Cl:33][C:34]1[CH:35]=[C:36]([CH:41]=[CH:42][CH:43]=1)C(OO)=O.[O-:44][S:45]([O-])=[O:46].[Na+].[Na+]. (3) Given the product [OH:17][CH2:16][C:14]1[N:15]=[C:10]([NH:9][C:7]([C:5]2[N:6]=[C:2]([CH3:1])[S:3][C:4]=2[NH:21][C:22]2[CH:23]=[N:24][CH:25]=[CH:26][CH:27]=2)=[O:8])[CH:11]=[CH:12][CH:13]=1, predict the reactants needed to synthesize it. The reactants are: [CH3:1][C:2]1[S:3][C:4]([NH:21][C:22]2[CH:23]=[N:24][CH:25]=[CH:26][CH:27]=2)=[C:5]([C:7]([NH:9][C:10]2[N:15]=[C:14]([CH2:16][O:17]C(=O)C)[CH:13]=[CH:12][CH:11]=2)=[O:8])[N:6]=1.[OH-].[Na+].O.Cl. (4) The reactants are: [CH3:1][C:2]1[CH2:9][CH2:8][CH:7]=[C:6]([CH3:10])[CH2:5][CH2:4][CH:3]=1.[ClH:11].C(Cl)[Cl:13]. Given the product [Cl:11][C:2]1([CH3:1])[CH2:9][CH2:8][CH2:7][C:6]([Cl:13])([CH3:10])[CH2:5][CH2:4][CH2:3]1, predict the reactants needed to synthesize it. (5) Given the product [O:1]1[CH2:6][CH2:5][N:4]([CH2:7][CH2:8][O:9][C:10]2[CH:15]=[CH:14][C:13]([C:16]3[S:24][C:23]4[C:18](=[N:19][CH:20]=[CH:21][C:22]=4[O:25][C:26]4[CH:27]=[CH:28][C:29]([NH:32][C:66]([NH:68][C:69](=[O:77])[CH2:70][C:71]5[CH:72]=[CH:73][CH:74]=[CH:75][CH:76]=5)=[S:67])=[CH:30][CH:31]=4)[CH:17]=3)=[CH:12][CH:11]=2)[CH2:3][CH2:2]1, predict the reactants needed to synthesize it. The reactants are: [O:1]1[CH2:6][CH2:5][N:4]([CH2:7][CH2:8][O:9][C:10]2[CH:15]=[CH:14][C:13]([C:16]3[S:24][C:23]4[C:18](=[N:19][CH:20]=[CH:21][C:22]=4[O:25][C:26]4[CH:31]=[CH:30][C:29]([NH2:32])=[CH:28][CH:27]=4)[CH:17]=3)=[CH:12][CH:11]=2)[CH2:3][CH2:2]1.FC1C=C(N[C:66]([NH:68][C:69](=[O:77])[CH2:70][C:71]2[CH:76]=[CH:75][CH:74]=[CH:73][CH:72]=2)=[S:67])C=CC=1OC1C=CN=C2C=C(C3C=CC=C(OCCN4CCOCC4)C=3)SC=12. (6) Given the product [Cl:24][CH2:2][C:3]1[CH:12]=[CH:11][C:6]([C:7]([O:9][CH3:10])=[O:8])=[C:5]([N+:13]([O-:15])=[O:14])[CH:4]=1, predict the reactants needed to synthesize it. The reactants are: O[CH2:2][C:3]1[CH:12]=[CH:11][C:6]([C:7]([O:9][CH3:10])=[O:8])=[C:5]([N+:13]([O-:15])=[O:14])[CH:4]=1.N1C=CC=CC=1.S(Cl)([Cl:24])=O.C1COCC1. (7) Given the product [OH:19][C:15]1[CH:14]=[C:13]([C:8]2[CH:9]=[C:10]3[C:5](=[CH:6][CH:7]=2)[C:4]([S:21][C:22]2[CH:27]=[CH:26][CH:25]=[CH:24][CH:23]=2)=[C:3]([OH:2])[CH:12]=[CH:11]3)[CH:18]=[CH:17][CH:16]=1, predict the reactants needed to synthesize it. The reactants are: C[O:2][C:3]1[CH:12]=[CH:11][C:10]2[C:5](=[CH:6][CH:7]=[C:8]([C:13]3[CH:18]=[CH:17][CH:16]=[C:15]([O:19]C)[CH:14]=3)[CH:9]=2)[C:4]=1[S:21][C:22]1[CH:27]=[CH:26][CH:25]=[CH:24][CH:23]=1.B(Br)(Br)Br.